Dataset: Forward reaction prediction with 1.9M reactions from USPTO patents (1976-2016). Task: Predict the product of the given reaction. (1) Given the reactants [NH2:1][C:2]1[CH:9]=[CH:8][C:5]([CH2:6][OH:7])=[CH:4][CH:3]=1.[OH-].[Na+].[C:20](O[C:20]([O:22][C:23]([CH3:26])(C)C)=[O:21])([O:22][C:23](C)(C)[CH3:26])=[O:21].O1CCO[CH2:29][CH2:28]1, predict the reaction product. The product is: [OH:7][CH2:6][C:5]1[CH:8]=[CH:9][C:2]([NH:1][C:20](=[O:21])[O:22][CH2:23][CH2:26][CH2:28][CH3:29])=[CH:3][CH:4]=1. (2) Given the reactants [N:1]1[O:2][N:3]=[C:4]2[C:9]([CH:10]=O)=[CH:8][CH:7]=[CH:6][C:5]=12.[C:12]([O:18][CH3:19])(=[O:17])[CH2:13][C:14]([CH3:16])=[O:15].N1CC[CH2:23][CH2:22][CH2:21]1, predict the reaction product. The product is: [CH3:19][O:18][C:12](=[O:17])[C:13]([C:14](=[O:15])[CH3:16])=[CH:10][C:9]1[C:4]2=[N:3][O:2][N:1]=[C:5]2[CH:6]=[CH:7][CH:8]=1.[CH:22]([O:15][CH:14]([CH3:16])[CH3:13])([CH3:23])[CH3:21]. (3) Given the reactants [OH:1][CH2:2][CH2:3][CH2:4][CH2:4][CH2:3][CH2:2][O:1]C1C=CC(C2C=CC=CC=2)=CC=1.[CH2:21]([CH:24]1[CH2:29][CH2:28][CH:27]([C:30]2[CH:35]=[CH:34][C:33]([OH:36])=[CH:32][CH:31]=2)[CH2:26][CH2:25]1)[CH2:22][CH3:23], predict the reaction product. The product is: [C:2]([O:36][C:33]1[CH:34]=[CH:35][C:30]([CH:27]2[CH2:26][CH2:25][CH:24]([CH2:21][CH2:22][CH3:23])[CH2:29][CH2:28]2)=[CH:31][CH:32]=1)(=[O:1])[CH:3]=[CH2:4]. (4) Given the reactants [Br:1][C:2]1[S:6][C:5]2=[C:7](C(O)=O)[N:8]=[CH:9][N:4]2[CH:3]=1.C1(O)C=CC=CC=1, predict the reaction product. The product is: [Br:1][C:2]1[S:6][C:5]2=[CH:7][N:8]=[CH:9][N:4]2[CH:3]=1.